From a dataset of Catalyst prediction with 721,799 reactions and 888 catalyst types from USPTO. Predict which catalyst facilitates the given reaction. Reactant: [O:1]1[C:5]2([CH2:10][CH2:9][CH:8]([NH:11]C(=O)OCC3C=CC=CC=3)[CH2:7][CH2:6]2)[O:4][CH2:3][CH2:2]1. Product: [O:1]1[C:5]2([CH2:10][CH2:9][CH:8]([NH2:11])[CH2:7][CH2:6]2)[O:4][CH2:3][CH2:2]1. The catalyst class is: 19.